From a dataset of Full USPTO retrosynthesis dataset with 1.9M reactions from patents (1976-2016). Predict the reactants needed to synthesize the given product. (1) The reactants are: S(Cl)([Cl:3])=O.[OH:5][C:6]1[N:14]=[CH:13][CH:12]=[C:11]([I:15])[C:7]=1[C:8](O)=[O:9].CO. Given the product [OH:5][C:6]1[N:14]=[CH:13][CH:12]=[C:11]([I:15])[C:7]=1[C:8]([Cl:3])=[O:9], predict the reactants needed to synthesize it. (2) The reactants are: [CH2:1]([O:3][C:4]([N:6]1[CH2:11][CH2:10][N:9]([C:12]([CH:14]([NH:24][C:25]([C:27]2[CH:36]=[C:35]([C:37]([NH:39][CH:40]([C:50]([O:52]C)=[O:51])[CH2:41][CH2:42][C:43]([O:45][C:46]([CH3:49])([CH3:48])[CH3:47])=[O:44])=[O:38])[C:34]3[C:29](=[CH:30][CH:31]=[CH:32][CH:33]=3)[N:28]=2)=[O:26])[CH2:15][CH2:16][C:17]([O:19][C:20]([CH3:23])([CH3:22])[CH3:21])=[O:18])=[O:13])[CH2:8][CH2:7]1)=[O:5])[CH3:2].[Li+].[OH-].C1COCC1.O.Cl. Given the product [CH2:1]([O:3][C:4]([N:6]1[CH2:7][CH2:8][N:9]([C:12]([CH:14]([NH:24][C:25]([C:27]2[CH:36]=[C:35]([C:37]([NH:39][CH:40]([C:50]([OH:52])=[O:51])[CH2:41][CH2:42][C:43]([O:45][C:46]([CH3:49])([CH3:48])[CH3:47])=[O:44])=[O:38])[C:34]3[C:29](=[CH:30][CH:31]=[CH:32][CH:33]=3)[N:28]=2)=[O:26])[CH2:15][CH2:16][C:17]([O:19][C:20]([CH3:21])([CH3:23])[CH3:22])=[O:18])=[O:13])[CH2:10][CH2:11]1)=[O:5])[CH3:2], predict the reactants needed to synthesize it. (3) The reactants are: [CH3:1][C:2]1[CH:3]=[C:4]([CH:6]=[CH:7][C:8]=1[C:9]1[N:10]=[C:11]([N:20]2[CH2:25][CH2:24][O:23][CH2:22][C@@H:21]2[CH3:26])[C:12]2[CH2:18][CH2:17][N:16]([CH3:19])[CH2:15][C:13]=2[N:14]=1)[NH2:5].[CH2:27]([N:29]=[C:30]=[O:31])[CH3:28]. Given the product [CH2:27]([NH:29][C:30]([NH:5][C:4]1[CH:6]=[CH:7][C:8]([C:9]2[N:10]=[C:11]([N:20]3[CH2:25][CH2:24][O:23][CH2:22][C@@H:21]3[CH3:26])[C:12]3[CH2:18][CH2:17][N:16]([CH3:19])[CH2:15][C:13]=3[N:14]=2)=[C:2]([CH3:1])[CH:3]=1)=[O:31])[CH3:28], predict the reactants needed to synthesize it. (4) Given the product [ClH:1].[CH3:36][O:37][C:5]1[C:4]([O:3][CH3:2])=[CH:11][CH:10]=[C:9]2[C:6]=1[CH2:7][CH:8]2[CH2:14][NH:15][CH2:16][CH2:17][C:18]([N:20]1[CH2:26][CH2:25][C:24]2[CH:27]=[C:28]([O:33][CH3:34])[C:29]([O:31][CH3:32])=[CH:30][C:23]=2[CH2:22][CH2:21]1)=[O:19], predict the reactants needed to synthesize it. The reactants are: [ClH:1].[CH3:2][O:3][C:4]1[CH:5]=[C:6]2[C:9](=[CH:10][C:11]=1OC)[CH:8]([CH2:14][N:15](C)[CH2:16][CH2:17][C:18]([N:20]1[CH2:26][CH2:25][C:24]3[CH:27]=[C:28]([O:33][CH3:34])[C:29]([O:31][CH3:32])=[CH:30][C:23]=3[CH2:22][CH2:21]1)=[O:19])[CH2:7]2.[CH3:36][O:37]C1C=C2C(=CC=1OC)C(CNC)C2.